This data is from Reaction yield outcomes from USPTO patents with 853,638 reactions. The task is: Predict the reaction yield, written as a fraction of the theoretical maximum amount of product (1.0 means a 100% yield; for example, 0.34 means a 34% yield). (1) The reactants are [NH:1]1[CH2:4][CH2:3][CH2:2]1.Br[CH2:6][C:7]1[N:12]=[C:11]([C:13]([F:16])([F:15])[F:14])[N:10]=[C:9]([C:17]([O:19][CH2:20][CH3:21])=[O:18])[CH:8]=1. The catalyst is C(Cl)Cl. The product is [N:1]1([CH2:6][C:7]2[N:12]=[C:11]([C:13]([F:16])([F:15])[F:14])[N:10]=[C:9]([C:17]([O:19][CH2:20][CH3:21])=[O:18])[CH:8]=2)[CH2:4][CH2:3][CH2:2]1. The yield is 0.610. (2) The reactants are [NH2:1][C:2]([C:4]1[C:5]2[CH:6]3[CH2:21][CH:9]([C:10]=2[N:11]([C:13]2[CH:18]=[CH:17][C:16]([F:19])=[CH:15][C:14]=2[F:20])[N:12]=1)[CH2:8][CH2:7]3)=[S:3].[CH2:22](Br)[C:23]([C:25]1[CH:30]=[CH:29][CH:28]=[CH:27][CH:26]=1)=O. The catalyst is C1COCC1. The product is [F:20][C:14]1[CH:15]=[C:16]([F:19])[CH:17]=[CH:18][C:13]=1[N:11]1[C:10]2[CH:9]3[CH2:21][CH:6]([CH2:7][CH2:8]3)[C:5]=2[C:4]([C:2]2[S:3][CH:22]=[C:23]([C:25]3[CH:30]=[CH:29][CH:28]=[CH:27][CH:26]=3)[N:1]=2)=[N:12]1. The yield is 0.890. (3) The catalyst is CO.[Pd]. The product is [OH:27][CH:24]([CH2:25][OH:26])[CH2:23][O:22][C:17]1[CH:18]=[CH:19][CH:20]=[CH:21][C:16]=1[CH2:15][CH2:14][CH2:13][CH2:12][NH2:11]. The yield is 0.660. The reactants are C([NH:11][CH2:12][CH2:13][CH2:14][CH2:15][C:16]1[CH:21]=[CH:20][CH:19]=[CH:18][C:17]=1[O:22][CH2:23][CH:24]([OH:27])[CH2:25][OH:26])(OCC1C=CC=CC=1)=O.[H][H]. (4) The reactants are B(F)(F)F.[CH3:5][C:6]1[CH:11]=[CH:10][C:9]([S:12]([O:15][C:16]2[CH:21]=[CH:20][C:19]([CH:22]3[CH2:27][CH2:26][C:25](=[O:28])[CH2:24][CH2:23]3)=[CH:18][CH:17]=2)(=[O:14])=[O:13])=[CH:8][CH:7]=1.C(Cl)Cl.[CH2:32](O)[CH2:33][OH:34]. No catalyst specified. The product is [CH3:5][C:6]1[CH:11]=[CH:10][C:9]([S:12]([O:15][C:16]2[CH:21]=[CH:20][C:19]([CH:22]3[CH2:27][CH2:26][C:25]4([O:34][CH2:33][CH2:32][O:28]4)[CH2:24][CH2:23]3)=[CH:18][CH:17]=2)(=[O:14])=[O:13])=[CH:8][CH:7]=1. The yield is 0.960. (5) The reactants are [Mg].[CH2:2](Br)[CH2:3][CH2:4][CH2:5][CH2:6][CH2:7][CH2:8][CH2:9]/[CH:10]=[CH:11]\[CH2:12]/[CH:13]=[CH:14]\[CH2:15][CH2:16][CH2:17][CH2:18][CH3:19].[C:21]([O:25]CC)(=O)[CH:22]=[O:23]. The catalyst is C1COCC1. The product is [CH2:2]([C:22]([OH:23])([CH:21]([OH:25])[CH2:2][CH2:3][CH2:4][CH2:5][CH2:6][CH2:7][CH2:8][CH2:9]/[CH:10]=[CH:11]\[CH2:12]/[CH:13]=[CH:14]\[CH2:15][CH2:16][CH2:17][CH2:18][CH3:19])[CH2:2][CH2:3][CH2:4][CH2:5][CH2:6][CH2:7][CH2:8][CH2:9]/[CH:10]=[CH:11]\[CH2:12]/[CH:13]=[CH:14]\[CH2:15][CH2:16][CH2:17][CH2:18][CH3:19])[CH2:3][CH2:4][CH2:5][CH2:6][CH2:7][CH2:8][CH2:9]/[CH:10]=[CH:11]\[CH2:12]/[CH:13]=[CH:14]\[CH2:15][CH2:16][CH2:17][CH2:18][CH3:19]. The yield is 0.480. (6) The reactants are [Cl:1][C:2]1[C:3]([F:36])=[C:4]([C@:8]([C@@H:16]2[CH2:21][CH2:20][CH2:19][N:18]([C:22]([NH:24][C@@H:25]([CH2:29][CH:30]3[CH2:35][CH2:34][CH2:33][CH2:32][CH2:31]3)[CH2:26][NH:27][CH3:28])=[O:23])[CH2:17]2)(O)[CH2:9][CH2:10][CH2:11][CH2:12][O:13][CH3:14])[CH:5]=[CH:6][CH:7]=1.[C:37](#[N:41])[CH:38]([CH3:40])[CH3:39].C([O-])([O-])=[O:43].[K+].[K+]. The catalyst is OS(O)(=O)=O.O. The product is [Cl:1][C:2]1[C:3]([F:36])=[C:4]([C@:8]([C@@H:16]2[CH2:21][CH2:20][CH2:19][N:18]([C:22]([NH:24][C@@H:25]([CH2:29][CH:30]3[CH2:35][CH2:34][CH2:33][CH2:32][CH2:31]3)[CH2:26][NH:27][CH3:28])=[O:23])[CH2:17]2)([NH:41][C:37](=[O:43])[CH:38]([CH3:40])[CH3:39])[CH2:9][CH2:10][CH2:11][CH2:12][O:13][CH3:14])[CH:5]=[CH:6][CH:7]=1. The yield is 0.140. (7) The reactants are [CH3:1][C:2]1[CH:7]=[CH:6][C:5]([CH3:8])=[CH:4][C:3]=1[C:9]1[CH:18]=[C:17]2[C:12]([C:13]([NH2:20])=[N:14][C:15]([NH2:19])=[N:16]2)=[CH:11][CH:10]=1.I[CH3:22].[H-].[Na+].O. The catalyst is CN(C)C=O. The product is [CH3:1][C:2]1[CH:7]=[CH:6][C:5]([CH3:8])=[CH:4][C:3]=1[C:9]1[CH:18]=[C:17]2[C:12]([C:13]([NH:20][CH3:22])=[N:14][C:15]([NH2:19])=[N:16]2)=[CH:11][CH:10]=1. The yield is 0.114. (8) The product is [CH2:46]([N:53]1[CH2:58][CH2:57][N:56]([C:23]2[CH:22]=[CH:21][C:20]([NH:19][C:14]3[N:13]=[C:12]([NH:11][C:5]4[CH:6]=[CH:7][C:8]5[O:9][CH2:10][CH2:1][O:2][C:3]=5[CH:4]=4)[C:17]([F:18])=[CH:16][N:15]=3)=[CH:25][CH:24]=2)[CH2:55][CH2:54]1)[C:47]1[CH:48]=[CH:49][CH:50]=[CH:51][CH:52]=1. The reactants are [CH2:1]1[CH2:10][O:9][C:8]2[CH:7]=[CH:6][C:5]([NH:11][C:12]3[C:17]([F:18])=[CH:16][N:15]=[C:14]([NH:19][C:20]4[CH:25]=[CH:24][CH:23]=[C:22](O)[CH:21]=4)[N:13]=3)=[CH:4][C:3]=2[O:2]1.ClC1N=C(NC2C=CC3OCCOC=3C=2)C(F)=CN=1.[CH2:46]([N:53]1[CH2:58][CH2:57][N:56](C2C=CC(N)=CC=2)[CH2:55][CH2:54]1)[C:47]1[CH:52]=[CH:51][CH:50]=[CH:49][CH:48]=1. No catalyst specified. The yield is 0.330. (9) The reactants are [F:1][C:2]1[CH:7]=[CH:6][C:5]([C:8]2[NH:12][C:11]([CH2:13][OH:14])=[N:10][C:9]=2[C:15]2[CH:20]=[CH:19][C:18](SC)=[CH:17][CH:16]=2)=[CH:4][CH:3]=1.O[O:24][S:25]([O-:27])=O.[K+].CO.O1CCC[CH2:32]1. The catalyst is O. The product is [F:1][C:2]1[CH:3]=[CH:4][C:5]([C:8]2[N:12]=[C:11]([CH2:13][OH:14])[NH:10][C:9]=2[C:15]2[CH:20]=[CH:19][C:18]([S:25]([CH3:32])(=[O:27])=[O:24])=[CH:17][CH:16]=2)=[CH:6][CH:7]=1. The yield is 0.700. (10) The reactants are [F-].[K+].[F:3][C:4]1[C:9](I)=[C:8]([F:11])[CH:7]=[CH:6][C:5]=1[C:12]1[CH:17]=[C:16]([CH3:18])[CH:15]=[CH:14][N:13]=1.[F:19][C:20]([Si](C)(C)C)([F:22])[F:21].N. The catalyst is [Cu]I.CN1CCCC1=O. The product is [F:3][C:4]1[C:9]([C:20]([F:22])([F:21])[F:19])=[C:8]([F:11])[CH:7]=[CH:6][C:5]=1[C:12]1[CH:17]=[C:16]([CH3:18])[CH:15]=[CH:14][N:13]=1. The yield is 0.200.